The task is: Regression. Given a peptide amino acid sequence and an MHC pseudo amino acid sequence, predict their binding affinity value. This is MHC class I binding data.. This data is from Peptide-MHC class I binding affinity with 185,985 pairs from IEDB/IMGT. (1) The peptide sequence is IISLKYTRK. The MHC is HLA-B18:01 with pseudo-sequence HLA-B18:01. The binding affinity (normalized) is 0.0847. (2) The peptide sequence is AADKAAAAY. The MHC is HLA-A24:02 with pseudo-sequence HLA-A24:02. The binding affinity (normalized) is 0.149. (3) The peptide sequence is KTDEPRPAK. The MHC is HLA-A03:01 with pseudo-sequence HLA-A03:01. The binding affinity (normalized) is 0.500. (4) The peptide sequence is AEDLADHHV. The MHC is HLA-A02:12 with pseudo-sequence HLA-A02:12. The binding affinity (normalized) is 0.0847. (5) The peptide sequence is AGFVAGLTY. The MHC is HLA-A01:01 with pseudo-sequence HLA-A01:01. The binding affinity (normalized) is 0.0320. (6) The MHC is HLA-A11:01 with pseudo-sequence HLA-A11:01. The peptide sequence is GIGTFLHYK. The binding affinity (normalized) is 1.00.